From a dataset of Reaction yield outcomes from USPTO patents with 853,638 reactions. Predict the reaction yield, written as a fraction of the theoretical maximum amount of product (1.0 means a 100% yield; for example, 0.34 means a 34% yield). (1) The reactants are Br[C:2]1[N:7]=[C:6]2[N:8]([C@H:12]([C:14]3[CH:19]=[CH:18][CH:17]=[CH:16][CH:15]=3)[CH3:13])[C:9]([OH:11])=[N:10][C:5]2=[N:4][CH:3]=1.[CH:20](/B(O)O)=[CH:21]/[CH3:22]. No catalyst specified. The product is [C:14]1([C@@H:12]([N:8]2[C:6]3=[N:7][C:2](/[CH:20]=[CH:21]\[CH3:22])=[CH:3][N:4]=[C:5]3[N:10]=[C:9]2[OH:11])[CH3:13])[CH:19]=[CH:18][CH:17]=[CH:16][CH:15]=1. The yield is 0.630. (2) The reactants are [Cl:1][C:2]1[CH:30]=[CH:29][C:5]([CH2:6][C:7]2[N:8]=[C:9]([C:17]3[C:18]([CH3:28])=[N:19][N:20]4[CH:25]=[CH:24][C:23]([CH:26]=O)=[CH:22][C:21]=34)[S:10][C:11]=2[C:12]2[NH:16][CH:15]=[N:14][N:13]=2)=[CH:4][CH:3]=1.[N:31]1([C:37]([O:39][C:40]([CH3:43])([CH3:42])[CH3:41])=[O:38])[CH2:36][CH2:35][NH:34][CH2:33][CH2:32]1.C(O)(=O)C.C(O[BH-](OC(=O)C)OC(=O)C)(=O)C.[Na+]. The catalyst is C(Cl)Cl. The product is [Cl:1][C:2]1[CH:30]=[CH:29][C:5]([CH2:6][C:7]2[N:8]=[C:9]([C:17]3[C:18]([CH3:28])=[N:19][N:20]4[CH:25]=[CH:24][C:23]([CH2:26][N:34]5[CH2:35][CH2:36][N:31]([C:37]([O:39][C:40]([CH3:43])([CH3:42])[CH3:41])=[O:38])[CH2:32][CH2:33]5)=[CH:22][C:21]=34)[S:10][C:11]=2[C:12]2[NH:16][CH:15]=[N:14][N:13]=2)=[CH:4][CH:3]=1. The yield is 0.705. (3) The catalyst is C(O)(=O)C. The yield is 0.760. The product is [CH2:1]([O:5][C:6]1[CH:13]=[CH:12][C:9](/[CH:10]=[CH:17]/[N+:14]([O-:16])=[O:15])=[CH:8][CH:7]=1)[CH2:2][CH2:3][CH3:4]. The reactants are [CH2:1]([O:5][C:6]1[CH:13]=[CH:12][C:9]([CH:10]=O)=[CH:8][CH:7]=1)[CH2:2][CH2:3][CH3:4].[N+:14]([CH3:17])([O-:16])=[O:15].C([O-])(=O)C.[NH4+]. (4) The reactants are C1([Mg][Cl:8])C=CC=CC=1.[Cl-].[NH4+].Cl[Si](C)(C)C.Cl.[C:17]1([C:23]2([CH:33]3[CH2:37][NH:36][CH2:35][CH2:34]3)[CH2:32][CH2:31][C:26]3([O:30][CH2:29][CH2:28][O:27]3)[CH2:25][CH2:24]2)[CH:22]=[CH:21][CH:20]=[CH:19][CH:18]=1.Cl. The catalyst is C1COCC1. The product is [ClH:8].[C:17]1([C:23]2([CH:33]3[CH2:37][NH:36][CH2:35][CH2:34]3)[CH2:32][CH2:31][C:26]3([O:27][CH2:28][CH2:29][O:30]3)[CH2:25][CH2:24]2)[CH:22]=[CH:21][CH:20]=[CH:19][CH:18]=1. The yield is 0.430. (5) The reactants are [CH2:1]([N:8]1[CH2:13][C:12](=[O:14])[NH:11][C:10]2[CH:15]=[C:16]([C:19](OC)=[O:20])[CH:17]=[N:18][C:9]1=2)[C:2]1[CH:7]=[CH:6][CH:5]=[CH:4][CH:3]=1.[H-].[Na+].[H-].[Al+3].[Li+].[H-].[H-].[H-].CO. The catalyst is O1CCCC1.O.C(OCC)(=O)C. The product is [CH2:1]([N:8]1[CH2:13][C:12](=[O:14])[NH:11][C:10]2[CH:15]=[C:16]([CH2:19][OH:20])[CH:17]=[N:18][C:9]1=2)[C:2]1[CH:3]=[CH:4][CH:5]=[CH:6][CH:7]=1. The yield is 0.990. (6) The reactants are [Cl:1][C:2]1[CH:11]=[C:10]2[C:5]([CH:6]=[CH:7][N:8]([C@@H:13]3[O:17][C@H:16]([CH2:18][O:19][S:20]([C:23]4[CH:28]=[CH:27][C:26]([CH3:29])=[CH:25][CH:24]=4)(=[O:22])=[O:21])[C@H:15]([OH:30])[C@@H:14]3[OH:31])[C:9]2=[O:12])=[CH:4][CH:3]=1.C([N+](CCCC)(CCCC)CCCC)CCC.P(OP([O-])([O-])=O)([O-])([O-])=O.C([N+](CCCC)(CCCC)CCCC)CCC.C([N+](CCCC)(CCCC)CCCC)CCC.C([N+](CCCC)(CCCC)CCCC)CCC. The catalyst is C(#N)C. The product is [Cl:1][C:2]1[CH:11]=[C:10]2[C:5]([CH:6]=[CH:7][N:8]([C@@H:13]3[O:17][C@H:16]([CH2:18][O:19][S:20]([C:23]4[CH:28]=[CH:27][C:26]([CH3:29])=[CH:25][CH:24]=4)(=[O:22])=[O:21])[C@@H:15]([OH:30])[C@H:14]3[OH:31])[C:9]2=[O:12])=[CH:4][CH:3]=1. The yield is 0.630. (7) The reactants are C(O)(C(F)(F)F)=O.[N+:8]([C:11]1[CH:12]=[N:13][CH:14]=[CH:15][C:16]=1[C:17]1[CH2:18][CH2:19][N:20](C(OC(C)(C)C)=O)[CH2:21][CH:22]=1)([O-:10])=[O:9]. The catalyst is C(Cl)Cl. The product is [N+:8]([C:11]1[CH:12]=[N:13][CH:14]=[CH:15][C:16]=1[C:17]1[CH2:18][CH2:19][NH:20][CH2:21][CH:22]=1)([O-:10])=[O:9]. The yield is 0.880. (8) The reactants are [CH:1]1([N:4]([CH3:51])[CH2:5]/[CH:6]=[CH:7]/[C:8]([N:10]([C:12]2[CH:17]=[CH:16][CH:15]=[C:14]([NH:18][C:19]3[C:27]4[C:22](=[N:23][CH:24]=[CH:25][C:26]=4[O:28][C:29]4[CH:34]=[CH:33][C:32]([O:35][C:36]5[CH:41]=[CH:40][CH:39]=[CH:38][CH:37]=5)=[CH:31][CH:30]=4)[N:21](CC4C=CC(OC)=CC=4)[N:20]=3)[CH:13]=2)[CH3:11])=[O:9])[CH2:3][CH2:2]1.C(O)(C(F)(F)F)=O. No catalyst specified. The product is [CH:1]1([N:4]([CH3:51])[CH2:5]/[CH:6]=[CH:7]/[C:8]([N:10]([CH3:11])[C:12]2[CH:17]=[CH:16][CH:15]=[C:14]([NH:18][C:19]3[C:27]4[C:22](=[N:23][CH:24]=[CH:25][C:26]=4[O:28][C:29]4[CH:30]=[CH:31][C:32]([O:35][C:36]5[CH:37]=[CH:38][CH:39]=[CH:40][CH:41]=5)=[CH:33][CH:34]=4)[NH:21][N:20]=3)[CH:13]=2)=[O:9])[CH2:2][CH2:3]1. The yield is 0.300.